This data is from Forward reaction prediction with 1.9M reactions from USPTO patents (1976-2016). The task is: Predict the product of the given reaction. (1) Given the reactants Cl.[CH3:2][O:3][C:4](=[O:14])[C@H:5]([CH2:7][C:8]1[CH:13]=[CH:12][CH:11]=[CH:10][CH:9]=1)[NH2:6].Cl.C(N=C=NCCCN(C)C)C.ON1C2N=CC=CC=2N=N1.N1C(C)=CC=CC=1C.[Br:45][C:46]1[N:47]([C:56]2[C:65]3[C:60](=[CH:61][CH:62]=[CH:63][CH:64]=3)[C:59]([CH:66]3[CH2:68][CH2:67]3)=[CH:58][CH:57]=2)[C:48]([S:51][CH2:52][C:53](O)=[O:54])=[N:49][N:50]=1, predict the reaction product. The product is: [Br:45][C:46]1[N:47]([C:56]2[C:65]3[C:60](=[CH:61][CH:62]=[CH:63][CH:64]=3)[C:59]([CH:66]3[CH2:68][CH2:67]3)=[CH:58][CH:57]=2)[C:48]([S:51][CH2:52][C:53]([NH:6][CH:5]([CH2:7][C:8]2[CH:13]=[CH:12][CH:11]=[CH:10][CH:9]=2)[C:4]([O:3][CH3:2])=[O:14])=[O:54])=[N:49][N:50]=1. (2) The product is: [Cl:16][CH2:15][C:13]1[N:14]=[C:10]([NH:9][C:7]([NH:6][CH2:5][C:4]2[CH:17]=[CH:18][CH:19]=[C:2]([F:21])[CH:3]=2)=[O:8])[S:11][CH:12]=1. Given the reactants Cl[C:2]1[CH:3]=[C:4]([CH:17]=[CH:18][C:19]=1Cl)[CH2:5][NH:6][C:7]([NH:9][C:10]1[S:11][CH:12]=[C:13]([CH2:15][Cl:16])[N:14]=1)=[O:8].[F:21]C1C=C(C=CC=1)CN=C=O, predict the reaction product. (3) Given the reactants [N:1]1[C:10]2[NH:9][C:8]3[CH:11]=[C:12]([CH2:15][C:16]([NH2:18])=[S:17])[CH:13]=[CH:14][C:7]=3[S:6][C:5]=2[N:4]=[CH:3][CH:2]=1.C(O)C.Br.Br[CH2:24][C:25]([C:27]1[CH:32]=[CH:31][CH:30]=[CH:29][N:28]=1)=O.C(=O)(O)[O-].[Na+], predict the reaction product. The product is: [N:28]1[CH:29]=[CH:30][CH:31]=[CH:32][C:27]=1[C:25]1[N:18]=[C:16]([CH2:15][C:12]2[CH:13]=[CH:14][C:7]3[S:6][C:5]4[N:4]=[CH:3][CH:2]=[N:1][C:10]=4[NH:9][C:8]=3[CH:11]=2)[S:17][CH:24]=1. (4) The product is: [CH:15]1([NH:21][C:2]2[CH:7]=[CH:6][C:5]([S:8]([NH2:11])(=[O:10])=[O:9])=[CH:4][C:3]=2[N+:12]([O-:14])=[O:13])[CH2:20][CH2:19][CH2:18][CH2:17][CH2:16]1. Given the reactants Cl[C:2]1[CH:7]=[CH:6][C:5]([S:8]([NH2:11])(=[O:10])=[O:9])=[CH:4][C:3]=1[N+:12]([O-:14])=[O:13].[CH:15]1([NH2:21])[CH2:20][CH2:19][CH2:18][CH2:17][CH2:16]1.C(N(CC)CC)C, predict the reaction product. (5) Given the reactants [C:1]([O:4][C:5]1[CH:6]=[C:7]([CH:15]=[CH:16][C:17]2[CH:22]=[CH:21][C:20]([O:23]C(=O)CCl)=[CH:19][CH:18]=2)[CH:8]=[C:9]([O:11][C:12](=[O:14])[CH3:13])[CH:10]=1)(=[O:3])[CH3:2].Cl, predict the reaction product. The product is: [C:12]([O:11][C:9]1[CH:8]=[C:7]([CH:15]=[CH:16][C:17]2[CH:22]=[CH:21][C:20]([OH:23])=[CH:19][CH:18]=2)[CH:6]=[C:5]([O:4][C:1](=[O:3])[CH3:2])[CH:10]=1)(=[O:14])[CH3:13].